Dataset: Reaction yield outcomes from USPTO patents with 853,638 reactions. Task: Predict the reaction yield, written as a fraction of the theoretical maximum amount of product (1.0 means a 100% yield; for example, 0.34 means a 34% yield). (1) The reactants are [N:1]1[C:10]2[C:5](=[CH:6][C:7]([CH:11]=O)=[CH:8][CH:9]=2)[CH:4]=[CH:3][CH:2]=1.[Br-].[O:14]1CCO[CH:15]1[CH2:19][P+](C1C=CC=CC=1)(C1C=CC=CC=1)C1C=CC=CC=1.COCCOCCN(CCOCCOC)CCOCCOC. The catalyst is ClCCl.C([O-])([O-])=O.[K+].[K+]. The product is [N:1]1[C:10]2[C:5](=[CH:6][C:7](/[CH:11]=[CH:19]/[CH:15]=[O:14])=[CH:8][CH:9]=2)[CH:4]=[CH:3][CH:2]=1. The yield is 0.650. (2) The reactants are [CH3:1][C:2]1([C:8]2[CH:13]=[CH:12][C:11]([C:14]([CH3:20])([CH3:19])[C:15]([F:18])([F:17])[F:16])=[CH:10][CH:9]=2)[CH2:4][CH:3]1[C:5](O)=[O:6].C(Cl)(=O)C(Cl)=O.Cl.Cl.[NH2:29][CH2:30][C:31]([C:33]1[N:34]([CH2:38][CH3:39])[CH:35]=[CH:36][N:37]=1)=[O:32].C(N(CC)CC)C. The catalyst is ClCCl.CN(C)C=O. The product is [CH2:38]([N:34]1[CH:35]=[CH:36][N:37]=[C:33]1[C:31](=[O:32])[CH2:30][NH:29][C:5]([CH:3]1[CH2:4][C:2]1([CH3:1])[C:8]1[CH:13]=[CH:12][C:11]([C:14]([CH3:19])([CH3:20])[C:15]([F:18])([F:17])[F:16])=[CH:10][CH:9]=1)=[O:6])[CH3:39]. The yield is 0.550.